Dataset: Peptide-MHC class I binding affinity with 185,985 pairs from IEDB/IMGT. Task: Regression. Given a peptide amino acid sequence and an MHC pseudo amino acid sequence, predict their binding affinity value. This is MHC class I binding data. The peptide sequence is TQIGCTLNF. The MHC is HLA-B07:02 with pseudo-sequence HLA-B07:02. The binding affinity (normalized) is 0.